From a dataset of Forward reaction prediction with 1.9M reactions from USPTO patents (1976-2016). Predict the product of the given reaction. (1) The product is: [CH:21]12[NH:26][CH:24]([CH2:23][CH2:22]1)[CH2:25][C:19]([C:17]1[CH:16]=[C:15]3[C:10]([CH:11]=[CH:12][C:13](=[O:42])[N:14]3[C:34]3[C:35]([Cl:41])=[CH:36][CH:37]=[CH:38][C:39]=3[Cl:40])=[C:9]([C:3]3[CH:4]=[CH:5][C:6]([F:8])=[CH:7][C:2]=3[Cl:1])[N:18]=1)=[CH:20]2. Given the reactants [Cl:1][C:2]1[CH:7]=[C:6]([F:8])[CH:5]=[CH:4][C:3]=1[C:9]1[N:18]=[C:17]([C:19]2[CH2:25][CH:24]3[N:26](C(OC(C)(C)C)=O)[CH:21]([CH2:22][CH2:23]3)[CH:20]=2)[CH:16]=[C:15]2[C:10]=1[CH:11]=[CH:12][C:13](=[O:42])[N:14]2[C:34]1[C:39]([Cl:40])=[CH:38][CH:37]=[CH:36][C:35]=1[Cl:41], predict the reaction product. (2) Given the reactants [Cl:1][C:2]1[CH:7]=[CH:6][CH:5]=[CH:4][C:3]=1[O:8][CH3:9].C([Li])(CC)C.[Br:15][C:16]1[CH:17]=[CH:18][C:19]2[N:24]=C(C)[O:22][C:21](=O)[C:20]=2[CH:27]=1, predict the reaction product. The product is: [NH2:24][C:19]1[CH:18]=[CH:17][C:16]([Br:15])=[CH:27][C:20]=1[C:21]([C:7]1[CH:6]=[CH:5][CH:4]=[C:3]([O:8][CH3:9])[C:2]=1[Cl:1])=[O:22]. (3) The product is: [CH2:30]([O:29][C:27](=[O:28])[C:26]1[CH:37]=[CH:38][C:23]([O:14][C:13](=[O:15])[CH:12]([C:8]2[CH:7]=[C:6]3[C:11]([C:2]([CH3:21])([CH3:1])[CH2:3][CH2:4][O:5]3)=[CH:10][CH:9]=2)[CH2:16][CH2:17][CH2:18][CH2:19][CH3:20])=[CH:24][CH:25]=1)[C:31]1[CH:32]=[CH:33][CH:34]=[CH:35][CH:36]=1. Given the reactants [CH3:1][C:2]1([CH3:21])[C:11]2[C:6](=[CH:7][C:8]([CH:12]([CH2:16][CH2:17][CH2:18][CH2:19][CH3:20])[C:13]([OH:15])=[O:14])=[CH:9][CH:10]=2)[O:5][CH2:4][CH2:3]1.O[C:23]1[CH:38]=[CH:37][C:26]([C:27]([O:29][CH2:30][C:31]2[CH:36]=[CH:35][CH:34]=[CH:33][CH:32]=2)=[O:28])=[CH:25][CH:24]=1.C1CCC(N=C=NC2CCCCC2)CC1, predict the reaction product. (4) Given the reactants [Cl:1][C:2]1[CH:8]=[CH:7][C:6]([Cl:9])=[CH:5][C:3]=1[NH2:4].[C:10]([OH:14])(=[O:13])[CH:11]=O.C([BH3-])#N.[Na+], predict the reaction product. The product is: [Cl:1][C:2]1[CH:8]=[CH:7][C:6]([Cl:9])=[CH:5][C:3]=1[NH:4][CH2:11][C:10]([OH:14])=[O:13]. (5) Given the reactants Br[C:2]1[CH:3]=[N:4][C:5]([N:8]2[CH2:13][CH2:12][CH:11]([NH:14][C:15](=[O:21])[O:16][C:17]([CH3:20])([CH3:19])[CH3:18])[CH2:10][CH2:9]2)=[N:6][CH:7]=1.I[CH2:23][CH3:24].CN(C1CCN(C2N=CC(B3OC(C)(C)C(C)(C)O3)=CN=2)CC1)C(=O)OC(C)(C)C.Br[C:56]1[CH:61]=[CH:60][C:59]([N:62]2[C:66](=[O:67])[N:65]([CH2:68][CH2:69][CH3:70])[N:64]=[CH:63]2)=[C:58]([F:71])[CH:57]=1, predict the reaction product. The product is: [CH2:23]([N:14]([CH:11]1[CH2:12][CH2:13][N:8]([C:5]2[N:4]=[CH:3][C:2]([C:56]3[CH:61]=[CH:60][C:59]([N:62]4[C:66](=[O:67])[N:65]([CH2:68][CH2:69][CH3:70])[N:64]=[CH:63]4)=[C:58]([F:71])[CH:57]=3)=[CH:7][N:6]=2)[CH2:9][CH2:10]1)[C:15](=[O:21])[O:16][C:17]([CH3:20])([CH3:19])[CH3:18])[CH3:24]. (6) The product is: [CH3:1][NH:2][C:3]1[N:8]=[C:7]([CH:9]2[CH2:14][CH2:13][CH:12]([N:16]3[CH2:19][CH:18]([NH:20][C:21]([CH2:23][NH:24][C:25](=[O:36])[C:26]4[CH:31]=[CH:30][CH:29]=[C:28]([C:32]([F:35])([F:33])[F:34])[CH:27]=4)=[O:22])[CH2:17]3)[CH2:11][CH2:10]2)[CH:6]=[CH:5][CH:4]=1. Given the reactants [CH3:1][NH:2][C:3]1[N:8]=[C:7]([CH:9]2[CH2:14][CH2:13][C:12](=O)[CH2:11][CH2:10]2)[CH:6]=[CH:5][CH:4]=1.[NH:16]1[CH2:19][CH:18]([NH:20][C:21]([CH2:23][NH:24][C:25](=[O:36])[C:26]2[CH:31]=[CH:30][CH:29]=[C:28]([C:32]([F:35])([F:34])[F:33])[CH:27]=2)=[O:22])[CH2:17]1, predict the reaction product. (7) Given the reactants [CH:1]1([Mg]Br)[CH2:3][CH2:2]1.[O:6]=[CH:7][C@H:8]([NH:10][C:11](=[O:17])[O:12][C:13]([CH3:16])([CH3:15])[CH3:14])[CH3:9], predict the reaction product. The product is: [CH:1]1([CH:7]([OH:6])[C@H:8]([NH:10][C:11](=[O:17])[O:12][C:13]([CH3:15])([CH3:14])[CH3:16])[CH3:9])[CH2:3][CH2:2]1.